The task is: Binary Classification. Given a T-cell receptor sequence (or CDR3 region) and an epitope sequence, predict whether binding occurs between them.. This data is from TCR-epitope binding with 47,182 pairs between 192 epitopes and 23,139 TCRs. (1) The epitope is TSDLATNNLVVMAY. The TCR CDR3 sequence is CASSQDTNRGADTQYF. Result: 1 (the TCR binds to the epitope). (2) The epitope is YLNTLTLAV. The TCR CDR3 sequence is CASSYLGEPQHF. Result: 1 (the TCR binds to the epitope). (3) The epitope is LLLGIGILV. The TCR CDR3 sequence is CAWSALLPGQGEKNTEAFF. Result: 1 (the TCR binds to the epitope). (4) The epitope is YSEHPTFTSQY. The TCR CDR3 sequence is CASSELGTGDYEQYF. Result: 0 (the TCR does not bind to the epitope). (5) The epitope is RLQSLQTYV. The TCR CDR3 sequence is CASSVFGEQFF. Result: 0 (the TCR does not bind to the epitope). (6) The epitope is KPLEFGATSAAL. The TCR CDR3 sequence is CASSVTGVSTDTQYF. Result: 0 (the TCR does not bind to the epitope). (7) The epitope is YEGNSPFHPL. The TCR CDR3 sequence is CSVGQGGLGANVLTF. Result: 0 (the TCR does not bind to the epitope). (8) The epitope is ATDALMTGY. The TCR CDR3 sequence is CASSDPDLLISTDTQYF. Result: 1 (the TCR binds to the epitope). (9) The epitope is ATVVIGTSK. The TCR CDR3 sequence is CASSPDRAGNTIYF. Result: 1 (the TCR binds to the epitope).